The task is: Predict the reaction yield, written as a fraction of the theoretical maximum amount of product (1.0 means a 100% yield; for example, 0.34 means a 34% yield).. This data is from Reaction yield outcomes from USPTO patents with 853,638 reactions. (1) The reactants are [O:1]1[CH:5]=[CH:4][CH:3]=[C:2]1[C:6]([NH2:8])=[O:7].CCN(C(C)C)C(C)C.Br[CH2:19][C:20]([C:22]1[CH:27]=[CH:26][C:25]([Cl:28])=[CH:24][C:23]=1[Cl:29])=O. The catalyst is CN1C(=O)CCC1.Cl. The product is [Cl:29][C:23]1[CH:24]=[C:25]([Cl:28])[CH:26]=[CH:27][C:22]=1[C:20]1[N:8]=[C:6]([C:2]2[O:1][CH:5]=[CH:4][CH:3]=2)[O:7][CH:19]=1. The yield is 0.550. (2) The reactants are [OH-].[Na+].[Br:3][C:4]1[CH:5]=[C:6]([C:16]([O:18]C)=O)[C:7]2[CH:8]=[N:9][N:10]([CH:13]([CH3:15])[CH3:14])[C:11]=2[CH:12]=1.[NH2:20][CH2:21][C:22]1[C:23](=[O:30])[NH:24][C:25]([CH3:29])=[CH:26][C:27]=1[CH3:28].C1CN([P+](ON2N=NC3C=CC=CC2=3)(N2CCCC2)N2CCCC2)CC1.F[P-](F)(F)(F)(F)F. The catalyst is CCO.CS(C)=O. The product is [Br:3][C:4]1[CH:5]=[C:6]([C:16]([NH:20][CH2:21][C:22]2[C:23](=[O:30])[NH:24][C:25]([CH3:29])=[CH:26][C:27]=2[CH3:28])=[O:18])[C:7]2[CH:8]=[N:9][N:10]([CH:13]([CH3:14])[CH3:15])[C:11]=2[CH:12]=1. The yield is 0.432. (3) The reactants are CC(OI1(OC(C)=O)(OC(C)=O)OC(=O)C2C=CC=CC1=2)=O.[CH3:23][S:24]([N:27]1[CH2:32][CH2:31][CH2:30][CH2:29][CH:28]1[CH2:33][OH:34])(=[O:26])=[O:25]. The catalyst is C(Cl)Cl. The product is [CH3:23][S:24]([N:27]1[CH2:32][CH2:31][CH2:30][CH2:29][CH:28]1[CH:33]=[O:34])(=[O:26])=[O:25]. The yield is 0.240. (4) The reactants are C([O:5][C:6](=[O:41])[NH:7][CH:8]1[CH2:13][CH2:12][CH:11]([N:14]([CH2:39][CH3:40])[C:15]2[C:30]3[CH2:29][CH:28]=[CH:27][CH2:26][CH2:25][C:24]4[CH:31]=[C:32]([CH3:37])[N:33]=[C:34]([O:35][CH3:36])[C:23]=4[CH2:22][NH:21][C:20](=[O:38])[C:19]=3[CH:18]=[CH:17][CH:16]=2)[CH2:10][CH2:9]1)(C)(C)C.C(O)(C(F)(F)F)=O. The product is [CH:6]([OH:41])=[O:5].[NH2:7][C@@H:8]1[CH2:13][CH2:12][C@H:11]([N:14]([CH2:39][CH3:40])[C:15]2[C:30]3[CH2:29][CH:28]=[CH:27][CH2:26][CH2:25][C:24]4[CH:31]=[C:32]([CH3:37])[N:33]=[C:34]([O:35][CH3:36])[C:23]=4[CH2:22][NH:21][C:20](=[O:38])[C:19]=3[CH:18]=[CH:17][CH:16]=2)[CH2:10][CH2:9]1. The yield is 0.467. The catalyst is C(Cl)Cl.